From a dataset of Forward reaction prediction with 1.9M reactions from USPTO patents (1976-2016). Predict the product of the given reaction. (1) Given the reactants [F:1][C:2]1[C:7]([F:8])=[C:6]([CH3:9])[CH:5]=[C:4]([N+:10]([O-])=O)[C:3]=1[OH:13].[H][H], predict the reaction product. The product is: [F:1][C:2]1[C:7]([F:8])=[C:6]([CH3:9])[CH:5]=[C:4]([NH2:10])[C:3]=1[OH:13]. (2) Given the reactants [NH2:1][C:2]1C2C(=NC=CN=2)SC=1C(O)=O.[CH3:14]N(C(ON1N=NC2C=CC=NC1=2)=[N+](C)C)C.F[P-](F)(F)(F)(F)F.CCN([CH:44]([CH3:46])[CH3:45])C(C)C.[F:47][C:48]1[CH:54]=[C:53]([F:55])[C:52]([N+:56]([O-:58])=[O:57])=[CH:51][C:49]=1[NH2:50].[C:59](O)(=O)[CH2:60][C:61]([CH2:66][C:67](O)=O)([C:63]([OH:65])=O)O, predict the reaction product. The product is: [C:2]([C:44]([C:67]1[CH:66]=[C:61]([CH:60]=[CH:59][CH:14]=1)[C:63]([NH:50][C:49]1[CH:51]=[C:52]([N+:56]([O-:58])=[O:57])[C:53]([F:55])=[CH:54][C:48]=1[F:47])=[O:65])([CH3:45])[CH3:46])#[N:1]. (3) Given the reactants [C:1]1([CH2:7][CH2:8][CH2:9][CH2:10][CH2:11][CH2:12][CH2:13][CH2:14][NH:15][C:16](=[O:38])[C:17]2[CH:22]=[C:21]([C:23]3[CH:28]=[CH:27][CH:26]=[C:25]([C:29]([F:32])([F:31])[F:30])[CH:24]=3)[C:20]([O:33][CH2:34][CH2:35]O)=[C:19]([Br:37])[CH:18]=2)[CH:6]=[CH:5][CH:4]=[CH:3][CH:2]=1.[NH:39]1[CH2:44][CH2:43][NH:42][CH2:41][CH2:40]1, predict the reaction product. The product is: [C:1]1([CH2:7][CH2:8][CH2:9][CH2:10][CH2:11][CH2:12][CH2:13][CH2:14][NH:15][C:16]([C:17]2[CH:22]=[C:21]([C:23]3[CH:28]=[CH:27][CH:26]=[C:25]([C:29]([F:32])([F:31])[F:30])[CH:24]=3)[C:20]([O:33][CH2:34][CH2:35][N:39]3[CH2:44][CH2:43][NH:42][CH2:41][CH2:40]3)=[C:19]([Br:37])[CH:18]=2)=[O:38])[CH:6]=[CH:5][CH:4]=[CH:3][CH:2]=1.